From a dataset of PAMPA (Parallel Artificial Membrane Permeability Assay) permeability data from NCATS. Regression/Classification. Given a drug SMILES string, predict its absorption, distribution, metabolism, or excretion properties. Task type varies by dataset: regression for continuous measurements (e.g., permeability, clearance, half-life) or binary classification for categorical outcomes (e.g., BBB penetration, CYP inhibition). Dataset: pampa_ncats. (1) The molecule is CC[C@H]1CN([C@H]2CC3=C(C(=O)C[C@H]1[C@H]2C(=O)OC)NC4=CC=CC=C34)C. The result is 1 (high permeability). (2) The drug is C1=CC=C(C=C1)C2=NC(=C3C=CNC3=C2)C(=O)NCCCN4C=CN=C4. The result is 1 (high permeability). (3) The molecule is CC1=C(C(=CC=C1)N2C3=C(C=N2)C(CCC3)NC(=O)C4=C(C=CC(=C4F)F)F)C. The result is 1 (high permeability). (4) The drug is CCOC(=O)CCNC1=CC(=NC(=N1)C2=CC=CC=N2)N3CCC4=CC=CC=C4CC3. The result is 1 (high permeability). (5) The result is 1 (high permeability). The drug is CCC1=C(C=C(C=C1)NC(=O)C2=C(C(=C(N2)C)C(=O)C)C)[S+](=O)(NC3=CC=CC=C3C#N)[O-]. (6) The drug is CN1C2=CC=CC=C2C(=CC1=O)C(=O)NC3CCCC4=C3NC5=C4C=CC=C5Cl. The result is 1 (high permeability). (7) The drug is CCOC1=C(C=C2C(=C1)N=CC(=C2NC3=CC(=C(C=C3)OCC4=CC=CC=N4)Cl)C#N)NC(=O)C=CCN(C)C. The result is 0 (low-to-moderate permeability). (8) The drug is COC1=CC(=NC=C1)NC(=S)N2CCN(CC2)C3=CC(=CC(=C3)C(F)(F)F)C(F)(F)F. The result is 1 (high permeability). (9) The result is 1 (high permeability). The compound is CC1=CC(=C(N1C2=CC=C(C=C2)Br)C)C3=NN=C4N3CCCCC4.